This data is from Forward reaction prediction with 1.9M reactions from USPTO patents (1976-2016). The task is: Predict the product of the given reaction. (1) Given the reactants Cl.Cl.[C:3]1([CH:9]([C:16]2[CH:21]=[CH:20][CH:19]=[CH:18][CH:17]=2)[N:10]2[CH2:13][CH:12]([NH:14][NH2:15])[CH2:11]2)[CH:8]=[CH:7][CH:6]=[CH:5][CH:4]=1.C(O)(=O)C.CN(C)/[CH:28]=[CH:29]/[C:30]([C:32]1[CH:37]=[C:36]([F:38])[CH:35]=[CH:34][C:33]=1[OH:39])=O, predict the reaction product. The product is: [C:16]1([CH:9]([C:3]2[CH:4]=[CH:5][CH:6]=[CH:7][CH:8]=2)[N:10]2[CH2:13][CH:12]([N:14]3[C:30]([C:32]4[CH:37]=[C:36]([F:38])[CH:35]=[CH:34][C:33]=4[OH:39])=[CH:29][CH:28]=[N:15]3)[CH2:11]2)[CH:21]=[CH:20][CH:19]=[CH:18][CH:17]=1. (2) The product is: [CH:1]([O:4][C:5]([N:7]1[CH2:12][CH2:11][CH:10]([CH:13]2[CH2:17][C:16]3[CH:18]=[C:19]([C:22]4[CH:27]=[CH:26][C:25]([C:28](=[O:30])[N:57]([CH2:56][CH2:55][O:54][CH3:53])[CH3:58])=[CH:24][CH:23]=4)[CH:20]=[CH:21][C:15]=3[O:14]2)[CH2:9][CH2:8]1)=[O:6])([CH3:3])[CH3:2]. Given the reactants [CH:1]([O:4][C:5]([N:7]1[CH2:12][CH2:11][CH:10]([CH:13]2[CH2:17][C:16]3[CH:18]=[C:19]([C:22]4[CH:27]=[CH:26][C:25]([C:28]([OH:30])=O)=[CH:24][CH:23]=4)[CH:20]=[CH:21][C:15]=3[O:14]2)[CH2:9][CH2:8]1)=[O:6])([CH3:3])[CH3:2].F[B-](F)(F)F.N1(OC(N(C)C)=[N+](C)C)C2C=CC=CC=2N=N1.[CH3:53][O:54][CH2:55][CH2:56][NH:57][CH3:58], predict the reaction product.